Dataset: Reaction yield outcomes from USPTO patents with 853,638 reactions. Task: Predict the reaction yield, written as a fraction of the theoretical maximum amount of product (1.0 means a 100% yield; for example, 0.34 means a 34% yield). (1) The reactants are Br[C:2]1[CH:3]=[CH:4][C:5]2[O:24][CH2:23][C:8]3([C:16]4[C:11](=[CH:12][CH:13]=[CH:14][CH:15]=4)[N:10]([CH2:17][CH2:18][CH2:19][CH2:20][CH3:21])[C:9]3=[O:22])[C:6]=2[CH:7]=1.Br[C:26]1[CH:31]=[CH:30][C:29]2C3(C[O:48][C:28]=2[CH:27]=1)C1C(=CC=CC=1)N(CCCCC)C3=O. No catalyst specified. The product is [CH2:17]([N:10]1[C:11]2[C:16](=[CH:15][CH:14]=[CH:13][CH:12]=2)[C:8]2([C:6]3[CH:7]=[C:2]([O:48][C:28]4[CH:29]=[CH:30][CH:31]=[CH:26][CH:27]=4)[CH:3]=[CH:4][C:5]=3[O:24][CH2:23]2)[C:9]1=[O:22])[CH2:18][CH2:19][CH2:20][CH3:21]. The yield is 0.100. (2) The reactants are [C:1]([C:3]1[CH:11]=[CH:10][C:6]([C:7]([OH:9])=[O:8])=[C:5]([F:12])[CH:4]=1)#[N:2].[C:13](=O)([O-])[O-].[K+].[K+].CI.O. The catalyst is CN(C)C=O. The product is [C:1]([C:3]1[CH:11]=[CH:10][C:6]([C:7]([O:9][CH3:13])=[O:8])=[C:5]([F:12])[CH:4]=1)#[N:2]. The yield is 0.300. (3) The reactants are C[O:2][C:3]1[CH:10]=[CH:9][CH:8]=[C:7]([N+:11]([O-])=O)[C:4]=1[C:5]#[N:6]. The catalyst is CCO.[Pd]. The product is [NH2:11][C:7]1[CH:8]=[CH:9][CH:10]=[C:3]([OH:2])[C:4]=1[C:5]#[N:6]. The yield is 1.00. (4) The reactants are [CH3:1][C@H:2]1[CH2:7][CH2:6][C@H:5]([C:8](Cl)=[O:9])[CH2:4][CH2:3]1.[CH3:11][O:12][C:13]([C:15]1[S:16][C:17]([Br:31])=[CH:18][C:19]=1[NH:20][CH:21]1[CH2:30][CH2:29][C:24]2([O:28][CH2:27][CH2:26][O:25]2)[CH2:23][CH2:22]1)=[O:14].N1C=CC=CC=1.CO. The catalyst is C1(C)C=CC=CC=1. The product is [CH3:11][O:12][C:13]([C:15]1[S:16][C:17]([Br:31])=[CH:18][C:19]=1[N:20]([CH:21]1[CH2:22][CH2:23][C:24]2([O:28][CH2:27][CH2:26][O:25]2)[CH2:29][CH2:30]1)[C:8]([C@H:5]1[CH2:6][CH2:7][C@H:2]([CH3:1])[CH2:3][CH2:4]1)=[O:9])=[O:14]. The yield is 0.320. (5) The reactants are CC([O-])(C)C.[K+].[C:7]1([S:13]([CH2:16][CH2:17][SH:18])(=[O:15])=[O:14])[CH:12]=[CH:11][CH:10]=[CH:9][CH:8]=1.Cl[C:20]1[C:25]([N+:26]([O-:28])=[O:27])=[CH:24][CH:23]=[CH:22][N:21]=1.CCCCCC. The catalyst is CN(C=O)C.[Cl-].[Na+].O. The product is [C:7]1([S:13]([CH2:16][CH2:17][S:18][C:20]2[C:25]([N+:26]([O-:28])=[O:27])=[CH:24][CH:23]=[CH:22][N:21]=2)(=[O:15])=[O:14])[CH:8]=[CH:9][CH:10]=[CH:11][CH:12]=1. The yield is 0.460. (6) The reactants are [CH3:1][S:2]([C:5]1[CH:10]=[C:9]([N+:11]([O-])=O)[CH:8]=[C:7]([N+:14]([O-:16])=[O:15])[CH:6]=1)(=[O:4])=[O:3].O.S.[Na]. The catalyst is CO.C1(C)C=CC=CC=1. The product is [CH3:1][S:2]([C:5]1[CH:10]=[C:9]([CH:8]=[C:7]([N+:14]([O-:16])=[O:15])[CH:6]=1)[NH2:11])(=[O:4])=[O:3]. The yield is 0.570. (7) The reactants are [CH3:1][O:2][C:3](=[O:16])[O:4][C:5]1[CH:10]=[CH:9][C:8]([NH:11][C:12]([O:14][CH3:15])=[O:13])=[CH:7][CH:6]=1.[I:17]N1C(=O)CCC1=O.FC(F)(F)S(O)(=O)=O. The catalyst is C(#N)C. The product is [CH3:1][O:2][C:3](=[O:16])[O:4][C:5]1[CH:6]=[CH:7][C:8]([NH:11][C:12]([O:14][CH3:15])=[O:13])=[C:9]([I:17])[CH:10]=1. The yield is 0.920.